Dataset: Catalyst prediction with 721,799 reactions and 888 catalyst types from USPTO. Task: Predict which catalyst facilitates the given reaction. Reactant: N(C(OCC)=O)=NC(OCC)=O.[CH3:13][CH:14]([OH:16])[CH3:15].C1(P(C2C=CC=CC=2)C2C=CC=CC=2)C=CC=CC=1.O[N:37]1[C:41](=[O:42])[C:40]2=[CH:43][CH:44]=[CH:45][CH:46]=[C:39]2[C:38]1=[O:47]. Product: [CH:14]([O:16][N:37]1[C:41](=[O:42])[C:40]2[C:39](=[CH:46][CH:45]=[CH:44][CH:43]=2)[C:38]1=[O:47])([CH3:15])[CH3:13]. The catalyst class is: 1.